Dataset: Forward reaction prediction with 1.9M reactions from USPTO patents (1976-2016). Task: Predict the product of the given reaction. (1) Given the reactants [NH2:1][C:2]1[C:11]2[N:12]=[C:13]([CH2:26][O:27][CH2:28][CH3:29])[N:14]([CH2:15][C:16]([NH:19][C:20]([NH:22][CH:23]([CH3:25])[CH3:24])=[O:21])([CH3:18])[CH3:17])[C:10]=2[C:9]2[CH:8]=[CH:7][C:6]([O:30]CC3C=CC=CC=3)=[CH:5][C:4]=2[N:3]=1.[H][H], predict the reaction product. The product is: [NH2:1][C:2]1[C:11]2[N:12]=[C:13]([CH2:26][O:27][CH2:28][CH3:29])[N:14]([CH2:15][C:16]([NH:19][C:20]([NH:22][CH:23]([CH3:24])[CH3:25])=[O:21])([CH3:17])[CH3:18])[C:10]=2[C:9]2[CH:8]=[CH:7][C:6]([OH:30])=[CH:5][C:4]=2[N:3]=1. (2) The product is: [F:1][C:2]1[CH:7]=[CH:6][CH:5]=[C:4]([F:8])[C:3]=1[N:9]1[C:14]2[N:15]=[C:16]([OH:43])[N:17]=[C:18]([C:19]3[CH:24]=[CH:23][C:22]([F:25])=[CH:21][C:20]=3[CH3:26])[C:13]=2[CH:12]=[CH:11][C:10]1=[O:31]. Given the reactants [F:1][C:2]1[CH:7]=[CH:6][CH:5]=[C:4]([F:8])[C:3]=1[N:9]1[C:14]2[N:15]=[C:16](S(C)(=O)=O)[N:17]=[C:18]([C:19]3[CH:24]=[CH:23][C:22]([F:25])=[CH:21][C:20]=3[CH3:26])[C:13]=2[CH:12]=[CH:11][C:10]1=[O:31].CCN(CC)CC.NCCS(O)(=O)=[O:43].Cl, predict the reaction product. (3) Given the reactants [Cl-].O[NH3+:3].[C:4](=[O:7])([O-])[OH:5].[Na+].CS(C)=O.[OH:13][C:14]([CH3:54])([CH3:53])[C:15]([CH3:52])([CH3:51])[O:16][C:17]1[CH:22]=[CH:21][C:20]([N:23]2[C:28](=[O:29])[C:27]([CH2:30][C:31]3[CH:36]=[CH:35][C:34]([C:37]4[C:38]([C:43]#[N:44])=[CH:39][CH:40]=[CH:41][CH:42]=4)=[CH:33][CH:32]=3)=[C:26]([CH2:45][CH2:46][CH3:47])[N:25]3[N:48]=[CH:49][N:50]=[C:24]23)=[CH:19][CH:18]=1, predict the reaction product. The product is: [OH:13][C:14]([CH3:53])([CH3:54])[C:15]([CH3:52])([CH3:51])[O:16][C:17]1[CH:22]=[CH:21][C:20]([N:23]2[C:28](=[O:29])[C:27]([CH2:30][C:31]3[CH:36]=[CH:35][C:34]([C:37]4[CH:42]=[CH:41][CH:40]=[CH:39][C:38]=4[C:43]4[NH:3][C:4](=[O:7])[O:5][N:44]=4)=[CH:33][CH:32]=3)=[C:26]([CH2:45][CH2:46][CH3:47])[N:25]3[N:48]=[CH:49][N:50]=[C:24]23)=[CH:19][CH:18]=1. (4) The product is: [NH:1]=[C:2]1[C:11]([C:45]#[N:46])([C:12]#[N:13])[CH:10]([C:14]2[CH:19]=[CH:18][CH:17]=[C:16]([O:20][CH3:21])[CH:15]=2)[C:9]2[C:4](=[CH:5][C:6]([O:22][CH3:23])=[CH:7][CH:8]=2)[S:3]1. Given the reactants [NH:1]=[C:2]1[C:11]([C:12]#[N:13])=[C:10]([C:14]2[CH:19]=[CH:18][CH:17]=[C:16]([O:20][CH3:21])[CH:15]=2)[C:9]2[C:4](=[CH:5][C:6]([O:22][CH3:23])=[CH:7][CH:8]=2)[S:3]1.SC1C=C(OC)C=CC=1C(C1C=CC=C(OC)C=1)=O.C(#N)C[C:45]#[N:46].N1CCCCC1, predict the reaction product. (5) Given the reactants [C:1]([C:5]1[CH:10]=[CH:9][C:8]([OH:11])=[C:7]([CH3:12])[CH:6]=1)([CH3:4])([CH3:3])[CH3:2].[CH2:13]([CH:15]1[O:17][CH2:16]1)Cl, predict the reaction product. The product is: [C:1]([C:5]1[CH:10]=[CH:9][C:8]([O:11][CH2:13][CH:15]2[CH2:16][O:17]2)=[C:7]([CH3:12])[CH:6]=1)([CH3:4])([CH3:3])[CH3:2]. (6) Given the reactants [NH2:1][C@@H:2]1[CH2:6][CH2:5][C@@H:4]([OH:7])[C@H:3]1[OH:8].CCN(C(C)C)C(C)C.[CH3:18][C:19]1([CH3:44])[CH2:28][CH2:27][C:26]([CH3:30])([CH3:29])[C:25]2[CH:24]=[C:23]([C:31]3[N:36]=[C:35]([N:37]4[CH2:42][CH2:41][C:40](=O)[CH2:39][CH2:38]4)[CH:34]=[CH:33][CH:32]=3)[CH:22]=[CH:21][C:20]1=2.C(O)(=O)C.C(O[BH-](OC(=O)C)OC(=O)C)(=O)C.[Na+].C(=O)([O-])O.[Na+], predict the reaction product. The product is: [CH3:18][C:19]1([CH3:44])[CH2:28][CH2:27][C:26]([CH3:29])([CH3:30])[C:25]2[CH:24]=[C:23]([C:31]3[N:36]=[C:35]([N:37]4[CH2:42][CH2:41][CH:40]([NH:1][C@@H:2]5[CH2:6][CH2:5][C@@H:4]([OH:7])[C@H:3]5[OH:8])[CH2:39][CH2:38]4)[CH:34]=[CH:33][CH:32]=3)[CH:22]=[CH:21][C:20]1=2.